This data is from NCI-60 drug combinations with 297,098 pairs across 59 cell lines. The task is: Regression. Given two drug SMILES strings and cell line genomic features, predict the synergy score measuring deviation from expected non-interaction effect. (1) Drug 1: C1C(C(OC1N2C=NC3=C(N=C(N=C32)Cl)N)CO)O. Drug 2: CC1C(C(CC(O1)OC2CC(OC(C2O)C)OC3=CC4=CC5=C(C(=O)C(C(C5)C(C(=O)C(C(C)O)O)OC)OC6CC(C(C(O6)C)O)OC7CC(C(C(O7)C)O)OC8CC(C(C(O8)C)O)(C)O)C(=C4C(=C3C)O)O)O)O. Cell line: A549. Synergy scores: CSS=71.3, Synergy_ZIP=0.411, Synergy_Bliss=-2.50, Synergy_Loewe=-9.34, Synergy_HSA=-4.28. (2) Drug 1: CC12CCC3C(C1CCC2=O)CC(=C)C4=CC(=O)C=CC34C. Drug 2: CC1=C(N=C(N=C1N)C(CC(=O)N)NCC(C(=O)N)N)C(=O)NC(C(C2=CN=CN2)OC3C(C(C(C(O3)CO)O)O)OC4C(C(C(C(O4)CO)O)OC(=O)N)O)C(=O)NC(C)C(C(C)C(=O)NC(C(C)O)C(=O)NCCC5=NC(=CS5)C6=NC(=CS6)C(=O)NCCC[S+](C)C)O. Cell line: SNB-75. Synergy scores: CSS=27.7, Synergy_ZIP=0.951, Synergy_Bliss=2.12, Synergy_Loewe=3.66, Synergy_HSA=2.17. (3) Drug 1: C1=NC2=C(N1)C(=S)N=CN2. Drug 2: CC(C)CN1C=NC2=C1C3=CC=CC=C3N=C2N. Cell line: HOP-92. Synergy scores: CSS=19.7, Synergy_ZIP=-4.17, Synergy_Bliss=4.21, Synergy_Loewe=0.172, Synergy_HSA=2.32. (4) Drug 1: CC1=C(C(CCC1)(C)C)C=CC(=CC=CC(=CC(=O)O)C)C. Drug 2: CC1C(C(CC(O1)OC2CC(OC(C2O)C)OC3=CC4=CC5=C(C(=O)C(C(C5)C(C(=O)C(C(C)O)O)OC)OC6CC(C(C(O6)C)O)OC7CC(C(C(O7)C)O)OC8CC(C(C(O8)C)O)(C)O)C(=C4C(=C3C)O)O)O)O. Cell line: A549. Synergy scores: CSS=71.8, Synergy_ZIP=2.28, Synergy_Bliss=4.39, Synergy_Loewe=4.80, Synergy_HSA=5.27. (5) Drug 1: C1=C(C(=O)NC(=O)N1)F. Drug 2: C1=NC2=C(N=C(N=C2N1C3C(C(C(O3)CO)O)O)F)N. Cell line: OVCAR3. Synergy scores: CSS=59.5, Synergy_ZIP=-2.31, Synergy_Bliss=-5.14, Synergy_Loewe=-8.44, Synergy_HSA=-5.21. (6) Drug 1: CC1=C2C(C(=O)C3(C(CC4C(C3C(C(C2(C)C)(CC1OC(=O)C(C(C5=CC=CC=C5)NC(=O)C6=CC=CC=C6)O)O)OC(=O)C7=CC=CC=C7)(CO4)OC(=O)C)O)C)OC(=O)C. Drug 2: N.N.Cl[Pt+2]Cl. Cell line: MALME-3M. Synergy scores: CSS=71.1, Synergy_ZIP=-2.36, Synergy_Bliss=-3.95, Synergy_Loewe=-1.02, Synergy_HSA=1.40. (7) Drug 1: C1=C(C(=O)NC(=O)N1)N(CCCl)CCCl. Drug 2: C1=NC(=NC(=O)N1C2C(C(C(O2)CO)O)O)N. Cell line: SK-MEL-2. Synergy scores: CSS=10.9, Synergy_ZIP=-6.29, Synergy_Bliss=-3.47, Synergy_Loewe=-7.75, Synergy_HSA=-3.59.